From a dataset of Forward reaction prediction with 1.9M reactions from USPTO patents (1976-2016). Predict the product of the given reaction. (1) The product is: [CH2:20]([O:10][CH2:9][C:8]1[CH:11]=[C:4]([NH2:3])[CH:5]=[CH:6][C:7]=1[N:12]1[CH2:13][CH2:14][O:15][CH2:16][CH2:17]1)[CH:19]=[CH2:18]. Given the reactants [H-].[Na+].[NH2:3][C:4]1[CH:5]=[CH:6][C:7]([N:12]2[CH2:17][CH2:16][O:15][CH2:14][CH2:13]2)=[C:8]([CH:11]=1)[CH2:9][OH:10].[CH2:18](Cl)[CH:19]=[CH2:20].O, predict the reaction product. (2) Given the reactants [Cl:1][C:2]1[CH:7]=[CH:6][C:5]([N:8]2[C:16]([C:17]([CH:28]3[CH2:33][CH2:32][CH2:31][CH2:30][CH2:29]3)([O:26][CH3:27])C3C=CC(C#N)=CC=3)=[C:15]3[C:10]([CH:11]=[C:12]([F:35])[C:13]([F:34])=[CH:14]3)=[N:9]2)=[CH:4][CH:3]=1.[N-:36]=[N+:37]=[N-:38].[Na+].Cl.C([N:43]([CH2:46][CH3:47])CC)C, predict the reaction product. The product is: [Cl:1][C:2]1[CH:3]=[CH:4][C:5]([N:8]2[C:16]([CH:17]([CH:28]3[CH2:29][CH2:30][CH2:31][CH2:32][CH2:33]3)[O:26][CH2:27][C:2]3[CH:7]=[CH:6][C:47]([C:46]4[N:36]=[N:37][NH:38][N:43]=4)=[CH:4][CH:3]=3)=[C:15]3[C:10]([CH:11]=[C:12]([F:35])[C:13]([F:34])=[CH:14]3)=[N:9]2)=[CH:6][CH:7]=1.